This data is from Forward reaction prediction with 1.9M reactions from USPTO patents (1976-2016). The task is: Predict the product of the given reaction. (1) Given the reactants S(O)(=O)(=O)C.[NH2:6][C@@H:7]([CH2:23][C:24]1[CH:29]=[CH:28][C:27]([OH:30])=[C:26]([OH:31])[CH:25]=1)[C:8]([O:10][CH2:11][C@H:12]([O:14][C:15]([C:17]1[CH:22]=[CH:21][CH:20]=[CH:19][CH:18]=1)=[O:16])[CH3:13])=[O:9].C(OC(N[C@@H](CC1C=CC(O)=C(O)C=1)C(OC[C@H](OC(C1C=CC=CC=1)=O)C)=O)=O)(C)(C)C.ClCCl, predict the reaction product. The product is: [NH2:6][C@@H:7]([CH2:23][C:24]1[CH:29]=[CH:28][C:27]([OH:30])=[C:26]([OH:31])[CH:25]=1)[C:8]([O:10][CH2:11][C@H:12]([O:14][C:15]([C:17]1[CH:22]=[CH:21][CH:20]=[CH:19][CH:18]=1)=[O:16])[CH3:13])=[O:9]. (2) The product is: [CH2:21]([O:20][C:13](=[C:6]1[C:7]2[C:12](=[CH:11][CH:10]=[CH:9][CH:8]=2)[NH:4][C:5]1=[O:23])[C:14]1[CH:15]=[CH:16][CH:17]=[CH:18][CH:19]=1)[CH3:22]. Given the reactants C([N:4]1[C:12]2[C:7](=[CH:8][CH:9]=[CH:10][CH:11]=2)[C:6](=[C:13]([O:20][CH2:21][CH3:22])[C:14]2[CH:19]=[CH:18][CH:17]=[CH:16][CH:15]=2)[C:5]1=[O:23])(=O)C.[OH-].[Na+], predict the reaction product. (3) Given the reactants C([O:3][C:4](=[O:41])[CH2:5][N:6]([S:33]([N:36]([CH2:38][CH:39]=[CH2:40])[CH3:37])(=[O:35])=[O:34])[CH2:7][C:8]1[CH:13]=[CH:12][CH:11]=[C:10]([O:14][CH2:15][CH2:16][C:17]2[N:18]=[C:19]([C:23]3[CH:28]=[CH:27][C:26]([C:29]([F:32])([F:31])[F:30])=[CH:25][CH:24]=3)[O:20][C:21]=2[CH3:22])[CH:9]=1)C.O.[OH-].[Li+], predict the reaction product. The product is: [CH2:38]([N:36]([S:33]([N:6]([CH2:5][C:4]([OH:41])=[O:3])[CH2:7][C:8]1[CH:13]=[CH:12][CH:11]=[C:10]([O:14][CH2:15][CH2:16][C:17]2[N:18]=[C:19]([C:23]3[CH:24]=[CH:25][C:26]([C:29]([F:30])([F:31])[F:32])=[CH:27][CH:28]=3)[O:20][C:21]=2[CH3:22])[CH:9]=1)(=[O:35])=[O:34])[CH3:37])[CH:39]=[CH2:40]. (4) Given the reactants [Br:1][C:2]1[CH:3]=[C:4]2[C:9](=[CH:10][CH:11]=1)[N:8]=[C:7](Cl)[C:6]([CH:13]([CH3:15])[CH3:14])=[C:5]2[Cl:16].[CH3:17][O-:18].[Na+].[Al], predict the reaction product. The product is: [Br:1][C:2]1[CH:3]=[C:4]2[C:9](=[CH:10][CH:11]=1)[N:8]=[C:7]([O:18][CH3:17])[C:6]([CH:13]([CH3:15])[CH3:14])=[C:5]2[Cl:16]. (5) Given the reactants O.C1(C)C=CC(S(O)(=O)=O)=CC=1.[O:13]([CH2:20][CH2:21][CH:22]([CH2:28][C:29]1[CH:34]=[CH:33][C:32]([O:35][CH2:36][CH2:37][O:38]C2CCCCO2)=[CH:31][CH:30]=1)[C:23]([O:25][CH2:26][CH3:27])=[O:24])[C:14]1[CH:19]=[CH:18][CH:17]=[CH:16][CH:15]=1, predict the reaction product. The product is: [OH:38][CH2:37][CH2:36][O:35][C:32]1[CH:31]=[CH:30][C:29]([CH2:28][CH:22]([CH2:21][CH2:20][O:13][C:14]2[CH:15]=[CH:16][CH:17]=[CH:18][CH:19]=2)[C:23]([O:25][CH2:26][CH3:27])=[O:24])=[CH:34][CH:33]=1. (6) Given the reactants [CH3:1][N:2]([C@H:12]([C:14]1[CH:19]=[CH:18][CH:17]=[CH:16][CH:15]=1)[CH3:13])[C@H:3]([C:5]1[CH:6]=[C:7]([OH:11])[CH:8]=[CH:9][CH:10]=1)[CH3:4].[CH3:20][I:21], predict the reaction product. The product is: [I-:21].[OH:11][C:7]1[CH:6]=[C:5]([C@@H:3]([N+:2]([CH3:20])([CH3:1])[C@H:12]([C:14]2[CH:19]=[CH:18][CH:17]=[CH:16][CH:15]=2)[CH3:13])[CH3:4])[CH:10]=[CH:9][CH:8]=1. (7) The product is: [F:1][C:2]1[CH:3]=[CH:4][C:5]([CH2:8][C:9]([CH3:21])([CH3:20])[CH2:10][NH:11][CH2:12][C@@H:13]2[CH2:18][CH2:17][CH2:16][CH2:15][C@H:14]2[NH:19][C:29]([NH:30][C:31]2[CH:36]=[CH:35][CH:34]=[C:33]([C:37]3[N:41]([CH3:42])[N:40]=[N:39][N:38]=3)[CH:32]=2)=[O:28])=[CH:6][CH:7]=1. Given the reactants [F:1][C:2]1[CH:7]=[CH:6][C:5]([CH2:8][C:9]([CH3:21])([CH3:20])[CH2:10][NH:11][CH2:12][CH:13]2[CH2:18][CH2:17][CH2:16][CH2:15][CH:14]2[NH2:19])=[CH:4][CH:3]=1.C1([O:28][C:29](=O)[NH:30][C:31]2[CH:36]=[CH:35][CH:34]=[C:33]([C:37]3[N:41]([CH3:42])[N:40]=[N:39][N:38]=3)[CH:32]=2)C=CC=CC=1, predict the reaction product. (8) Given the reactants [CH:1]12[O:8][CH:5]([CH2:6][CH2:7]1)[CH2:4][N:3]([C:9]1[CH:14]=[C:13]([O:15][CH:16]([CH3:18])[CH3:17])[N:12]=[C:11](O)[N:10]=1)[CH2:2]2.O=P(Cl)(Cl)[Cl:22], predict the reaction product. The product is: [Cl:22][C:11]1[N:10]=[C:9]([N:3]2[CH2:4][CH:5]3[O:8][CH:1]([CH2:7][CH2:6]3)[CH2:2]2)[CH:14]=[C:13]([O:15][CH:16]([CH3:18])[CH3:17])[N:12]=1. (9) Given the reactants Br[CH2:2][CH2:3][O:4][CH3:5].[F:6][C:7]1[CH:12]=[CH:11][C:10]([C:13]2[C:14](=[O:24])[C:15]([C:19]([O:21]CC)=[O:20])=[CH:16][NH:17][CH:18]=2)=[CH:9][CH:8]=1.C(=O)([O-])[O-].[Cs+].[Cs+].[OH-].[Na+].Cl, predict the reaction product. The product is: [F:6][C:7]1[CH:8]=[CH:9][C:10]([C:13]2[C:14](=[O:24])[C:15]([C:19]([OH:21])=[O:20])=[CH:16][N:17]([CH2:2][CH2:3][O:4][CH3:5])[CH:18]=2)=[CH:11][CH:12]=1. (10) Given the reactants [I:1][C:2]1[CH:10]=[CH:9][C:8]([O:11][CH2:12][CH2:13][CH3:14])=[CH:7][C:3]=1[C:4]([NH2:6])=O.O=S(Cl)Cl, predict the reaction product. The product is: [I:1][C:2]1[CH:10]=[CH:9][C:8]([O:11][CH2:12][CH2:13][CH3:14])=[CH:7][C:3]=1[C:4]#[N:6].